From a dataset of Catalyst prediction with 721,799 reactions and 888 catalyst types from USPTO. Predict which catalyst facilitates the given reaction. (1) Reactant: [C:1]([O:5][C:6]([N:8]([CH2:28][C:29]1[CH:34]=[CH:33][C:32]([O:35][CH3:36])=[CH:31][CH:30]=1)[S:9]([N:12]([CH2:22][C:23](OCC)=[O:24])[CH2:13][C:14]1[CH:19]=[CH:18][C:17]([O:20][CH3:21])=[CH:16][CH:15]=1)(=[O:11])=[O:10])=[O:7])([CH3:4])([CH3:3])[CH3:2].[H-].C([Al+]CC(C)C)C(C)C. Product: [CH3:36][O:35][C:32]1[CH:31]=[CH:30][C:29]([CH2:28][N:8]([S:9]([N:12]([CH2:13][C:14]2[CH:15]=[CH:16][C:17]([O:20][CH3:21])=[CH:18][CH:19]=2)[CH2:22][CH:23]=[O:24])(=[O:11])=[O:10])[C:6](=[O:7])[O:5][C:1]([CH3:4])([CH3:2])[CH3:3])=[CH:34][CH:33]=1. The catalyst class is: 4. (2) Reactant: Br[C:2]1[C:3]([O:9][CH3:10])=[N:4][CH:5]=[C:6]([Cl:8])[CH:7]=1.[CH3:11][C:12]1([CH3:28])[C:16]([CH3:18])([CH3:17])[O:15][B:14]([B:14]2[O:15][C:16]([CH3:18])([CH3:17])[C:12]([CH3:28])([CH3:11])[O:13]2)[O:13]1.C([O-])(=O)C.[K+]. Product: [Cl:8][C:6]1[CH:7]=[C:2]([B:14]2[O:15][C:16]([CH3:18])([CH3:17])[C:12]([CH3:28])([CH3:11])[O:13]2)[C:3]([O:9][CH3:10])=[N:4][CH:5]=1. The catalyst class is: 140. (3) Reactant: [O:1]=[C:2]([CH3:7])[CH2:3][C:4]([NH2:6])=[O:5].CC[O-].[Na+].CCO.[C:15](/[C:18](=[CH:24]\N(C)C)/[C:19]([O:21][CH2:22][CH3:23])=[O:20])(=O)[CH3:16]. Product: [C:2]([C:3]1[C:4](=[O:5])[NH:6][C:15]([CH3:16])=[C:18]([C:19]([O:21][CH2:22][CH3:23])=[O:20])[CH:24]=1)(=[O:1])[CH3:7]. The catalyst class is: 14. (4) Product: [CH3:20][O:19][C:16]1[CH:17]=[CH:18][C:13]([CH2:12][N:8]2[C:5]3=[N:6][CH:7]=[C:2]([C:29]4[CH:30]=[C:31]([CH2:35][C:36]#[N:37])[CH:32]=[CH:33][CH:34]=4)[CH:3]=[C:4]3[C:10]([CH3:11])=[N:9]2)=[CH:14][CH:15]=1. Reactant: Br[C:2]1[CH:3]=[C:4]2[C:10]([CH3:11])=[N:9][N:8]([CH2:12][C:13]3[CH:18]=[CH:17][C:16]([O:19][CH3:20])=[CH:15][CH:14]=3)[C:5]2=[N:6][CH:7]=1.CC1(C)C(C)(C)OB([C:29]2[CH:30]=[C:31]([CH2:35][C:36]#[N:37])[CH:32]=[CH:33][CH:34]=2)O1.C([O-])([O-])=O.[Cs+].[Cs+]. The catalyst class is: 104. (5) Reactant: C(N(CC)CC)C.[OH:8][CH:9]([CH2:17][CH3:18])[CH2:10][S:11][CH2:12][C:13]([O:15][CH3:16])=[O:14].O. Product: [O:8]=[C:9]([CH2:17][CH3:18])[CH2:10][S:11][CH2:12][C:13]([O:15][CH3:16])=[O:14]. The catalyst class is: 16. (6) Reactant: C([O:3][C:4]([C:6]1([NH:15][C:16]([C:18]2[C:19]([C:24]3[CH:29]=[CH:28][CH:27]=[CH:26][CH:25]=3)=[CH:20][CH:21]=[CH:22][CH:23]=2)=[O:17])[CH2:14][C:13]2[C:8](=[CH:9][CH:10]=[CH:11][CH:12]=2)[CH2:7]1)=[O:5])C.[OH-].[K+].O. Product: [C:19]1([C:24]2[CH:29]=[CH:28][CH:27]=[CH:26][CH:25]=2)[C:18]([C:16]([NH:15][C:6]2([C:4]([OH:5])=[O:3])[CH2:7][C:8]3[C:13](=[CH:12][CH:11]=[CH:10][CH:9]=3)[CH2:14]2)=[O:17])=[CH:23][CH:22]=[CH:21][CH:20]=1. The catalyst class is: 14. (7) Reactant: [N:1]1([C:7]2[N:12]([CH3:13])[C:11](=[O:14])[CH:10]=[C:9]([C:15]3[CH:20]=[CH:19][N:18]=[CH:17][C:16]=3F)[N:8]=2)[CH2:6][CH2:5][O:4][CH2:3][CH2:2]1.[F:22][C:23]1[CH:30]=[CH:29][C:26]([CH2:27][OH:28])=[CH:25][CH:24]=1.[H-].[Na+].[ClH:33]. Product: [ClH:33].[F:22][C:23]1[CH:30]=[CH:29][C:26]([CH2:27][O:28][C:16]2[CH:17]=[N:18][CH:19]=[CH:20][C:15]=2[C:9]2[N:8]=[C:7]([N:1]3[CH2:6][CH2:5][O:4][CH2:3][CH2:2]3)[N:12]([CH3:13])[C:11](=[O:14])[CH:10]=2)=[CH:25][CH:24]=1. The catalyst class is: 83.